From a dataset of Catalyst prediction with 721,799 reactions and 888 catalyst types from USPTO. Predict which catalyst facilitates the given reaction. (1) Reactant: N1CCCCC1.C1C2C(COC([NH:24][C@@H:25]([CH2:29][CH2:30][CH2:31][CH2:32][N:33]([CH2:41][C:42]3[N:43]([CH3:47])[CH:44]=[CH:45][N:46]=3)[CH2:34][C:35]3[N:36]([CH3:40])[CH:37]=[CH:38][N:39]=3)[C:26]([OH:28])=[O:27])=O)C3C(=CC=CC=3)C=2C=CC=1. Product: [NH2:24][C@@H:25]([CH2:29][CH2:30][CH2:31][CH2:32][N:33]([CH2:41][C:42]1[N:43]([CH3:47])[CH:44]=[CH:45][N:46]=1)[CH2:34][C:35]1[N:36]([CH3:40])[CH:37]=[CH:38][N:39]=1)[C:26]([OH:28])=[O:27]. The catalyst class is: 3. (2) Reactant: [Li][CH2:2][CH2:3][CH2:4][CH3:5].[C:6]([CH:14]1[CH2:19][CH2:18][N:17]([C:20]2[CH:25]=[CH:24][C:23]([NH:26][C:27](=[O:33])[CH:28]([CH2:31][CH3:32])[CH2:29][CH3:30])=[CH:22][C:21]=2[F:34])[CH2:16][CH2:15]1)(=[O:13])[C:7]1[CH:12]=[CH:11][CH:10]=[CH:9][CH:8]=1.C([O-])(O)=O.[Na+]. Product: [CH2:31]([CH:28]([CH2:29][CH3:30])[C:27]([NH:26][C:23]1[CH:24]=[CH:25][C:20]([N:17]2[CH2:16][CH2:15][CH:14]([C:6]([OH:13])([C:7]3[CH:8]=[CH:9][CH:10]=[CH:11][CH:12]=3)[CH2:2][CH2:3][CH2:4][CH3:5])[CH2:19][CH2:18]2)=[C:21]([F:34])[CH:22]=1)=[O:33])[CH3:32]. The catalyst class is: 1.